Dataset: Reaction yield outcomes from USPTO patents with 853,638 reactions. Task: Predict the reaction yield, written as a fraction of the theoretical maximum amount of product (1.0 means a 100% yield; for example, 0.34 means a 34% yield). (1) The yield is 0.670. The catalyst is CC(N(C)C)=O.CN(C1C=CN=CC=1)C. The reactants are [Br:1][C:2]1[C:7](=[O:8])[N:6]([C:9]2[CH:10]=[C:11]([CH:15]=[CH:16][C:17]=2[CH3:18])[C:12]([OH:14])=O)[CH:5]=[N:4][C:3]=1[O:19][CH2:20][C:21]1[CH:26]=[CH:25][C:24]([F:27])=[CH:23][C:22]=1[F:28].ClC(OCC(C)C)=O.CN1CCOCC1.[NH2:44][C@@H:45]([CH3:48])[CH2:46][OH:47]. The product is [Br:1][C:2]1[C:7](=[O:8])[N:6]([C:9]2[CH:10]=[C:11]([CH:15]=[CH:16][C:17]=2[CH3:18])[C:12]([NH:44][C@@H:45]([CH3:48])[CH2:46][OH:47])=[O:14])[CH:5]=[N:4][C:3]=1[O:19][CH2:20][C:21]1[CH:26]=[CH:25][C:24]([F:27])=[CH:23][C:22]=1[F:28]. (2) The reactants are [NH2:1][C:2]1[N:7]=[C:6]([N:8]2[C:12]3[C:13](N)=[CH:14][C:15]([F:18])=[C:16](Br)[C:11]=3[N:10]=[CH:9]2)[CH:5]=[CH:4][N:3]=1.N1CCCCC1.[CH3:26][C:27]([OH:31])([C:29]#[CH:30])[CH3:28]. The catalyst is C1C=CC([P]([Pd]([P](C2C=CC=CC=2)(C2C=CC=CC=2)C2C=CC=CC=2)([P](C2C=CC=CC=2)(C2C=CC=CC=2)C2C=CC=CC=2)[P](C2C=CC=CC=2)(C2C=CC=CC=2)C2C=CC=CC=2)(C2C=CC=CC=2)C2C=CC=CC=2)=CC=1.[Cu]I. The product is [NH2:1][C:2]1[N:7]=[C:6]([N:8]2[C:12]3[CH:13]=[C:14]([C:30]#[C:29][C:27]([CH3:28])([OH:31])[CH3:26])[C:15]([F:18])=[CH:16][C:11]=3[N:10]=[CH:9]2)[CH:5]=[CH:4][N:3]=1. The yield is 0.267.